From a dataset of Full USPTO retrosynthesis dataset with 1.9M reactions from patents (1976-2016). Predict the reactants needed to synthesize the given product. (1) Given the product [CH2:1]([O:8][C:9]([NH:11][C:12]1[C:13]([CH3:42])=[C:14]([C:18]2[C:30]3[C:29]4[C:24](=[CH:25][CH:26]=[C:27]([N:31]5[CH2:32][CH2:33][O:34][CH2:35][CH2:36]5)[CH:28]=4)[NH:23][C:22]=3[C:21]([C:37]([OH:39])=[O:38])=[N:20][CH:19]=2)[CH:15]=[CH:16][CH:17]=1)=[O:10])[C:2]1[CH:3]=[CH:4][CH:5]=[CH:6][CH:7]=1, predict the reactants needed to synthesize it. The reactants are: [CH2:1]([O:8][C:9]([NH:11][C:12]1[C:13]([CH3:42])=[C:14]([C:18]2[C:30]3[C:29]4[C:24](=[CH:25][CH:26]=[C:27]([N:31]5[CH2:36][CH2:35][O:34][CH2:33][CH2:32]5)[CH:28]=4)[NH:23][C:22]=3[C:21]([C:37]([O:39]CC)=[O:38])=[N:20][CH:19]=2)[CH:15]=[CH:16][CH:17]=1)=[O:10])[C:2]1[CH:7]=[CH:6][CH:5]=[CH:4][CH:3]=1.[Li+].[OH-].O. (2) Given the product [F:14][C:4]1[CH:3]=[C:2]([CH:7]=[C:6]([F:8])[C:5]=1[O:9][C@H:10]([CH2:12][CH3:13])[CH3:11])[C:15]#[N:16], predict the reactants needed to synthesize it. The reactants are: Br[C:2]1[CH:7]=[C:6]([F:8])[C:5]([O:9][C@H:10]([CH2:12][CH3:13])[CH3:11])=[C:4]([F:14])[CH:3]=1.[CH3:15][N:16](C=O)C. (3) Given the product [CH3:25][C:26]1[CH:27]=[C:28]([S:32]([NH:1][C:2]2[C:3](=[O:17])[N:4]([CH2:9][C:10]([O:12][C:13]([CH3:16])([CH3:15])[CH3:14])=[O:11])[C:5]([CH3:8])=[CH:6][CH:7]=2)(=[O:34])=[O:33])[CH:29]=[CH:30][CH:31]=1, predict the reactants needed to synthesize it. The reactants are: [NH2:1][C:2]1[C:3](=[O:17])[N:4]([CH2:9][C:10]([O:12][C:13]([CH3:16])([CH3:15])[CH3:14])=[O:11])[C:5]([CH3:8])=[CH:6][CH:7]=1.CN1CCOCC1.[CH3:25][C:26]1[CH:27]=[C:28]([S:32](Cl)(=[O:34])=[O:33])[CH:29]=[CH:30][CH:31]=1. (4) Given the product [C:20]([C:22]1[CH:23]=[C:24]([CH:28]=[CH:29][CH:30]=1)[C:25]([NH:19][C:16]1[CH:32]=[N:31][C:13]([N:6]2[C:7]([C:9]([F:10])([F:11])[F:12])=[CH:8][C:4]([O:3][CH2:1][CH3:2])=[N:5]2)=[CH:14][CH:15]=1)=[O:26])#[N:21], predict the reactants needed to synthesize it. The reactants are: [CH2:1]([O:3][C:4]1[CH:8]=[C:7]([C:9]([F:12])([F:11])[F:10])[N:6]([C:13]2[CH:14]=[CH:15][C:16]([NH2:19])=NC=2)[N:5]=1)[CH3:2].[C:20]([C:22]1[CH:23]=[C:24]([CH:28]=[CH:29][CH:30]=1)[C:25](Cl)=[O:26])#[N:21].[N:31]1C=CC=C[CH:32]=1. (5) Given the product [Cl:8][C:6]1[C:5]([CH2:9][O:10][C:11]2([CH3:19])[CH2:16][CH2:15][C:14]([F:18])([F:17])[CH2:13][CH2:12]2)=[CH:4][C:3]([F:20])=[C:2]([CH:7]=1)[C:36]([NH:25][S:22]([CH3:21])(=[O:24])=[O:23])=[O:54], predict the reactants needed to synthesize it. The reactants are: Br[C:2]1[CH:7]=[C:6]([Cl:8])[C:5]([CH2:9][O:10][C:11]2([CH3:19])[CH2:16][CH2:15][C:14]([F:18])([F:17])[CH2:13][CH2:12]2)=[CH:4][C:3]=1[F:20].[CH3:21][S:22]([NH2:25])(=[O:24])=[O:23].C(N(CC)CC)C.CC1(C)C2C(=C(P(C3C=CC=CC=3)C3C=CC=CC=3)C=CC=2)[O:54][C:36]2C(P(C3C=CC=CC=3)C3C=CC=CC=3)=CC=CC1=2. (6) Given the product [Cl:11][C:5]1[CH:6]=[C:7]([N+:8]([O-:10])=[O:9])[C:2]([I:13])=[N:3][CH:4]=1, predict the reactants needed to synthesize it. The reactants are: Br[C:2]1[C:7]([N+:8]([O-:10])=[O:9])=[CH:6][C:5]([Cl:11])=[CH:4][N:3]=1.[Na+].[I-:13].O. (7) Given the product [F:40][C:41]([F:46])([F:45])[C:42]([OH:44])=[O:43].[CH:21]1([C@H:16]([NH:15][C:14]([N:11]2[C:12](=[O:13])[C@H:9]([CH2:8][C:6]3[CH:5]=[CH:4][N:3]=[CH:2][CH:7]=3)[C@H:10]2[C:28]([OH:30])=[O:29])=[O:27])[C:17]([F:19])([F:18])[F:20])[CH2:26][CH2:25][CH2:24][CH2:23][CH2:22]1, predict the reactants needed to synthesize it. The reactants are: Cl[C:2]1[CH:7]=[C:6]([CH2:8][C@H:9]2[C:12](=[O:13])[N:11]([C:14](=[O:27])[NH:15][C@@H:16]([CH:21]3[CH2:26][CH2:25][CH2:24][CH2:23][CH2:22]3)[C:17]([F:20])([F:19])[F:18])[C@@H:10]2[C:28]([O:30]CC2C=CC(OC)=CC=2)=[O:29])[CH:5]=[CH:4][N:3]=1.[F:40][C:41]([F:46])([F:45])[C:42]([OH:44])=[O:43].C(N(CC)CC)C. (8) The reactants are: [CH3:1][O:2][C:3]([C:5]1[CH:6]=[C:7]([C:16]2[CH:21]=[CH:20][CH:19]=[C:18]([C:22]([F:25])([F:24])[F:23])[CH:17]=2)[C:8]([CH:11]=[CH:12][C:13]([OH:15])=[O:14])=[CH:9][CH:10]=1)=[O:4].[H][H]. Given the product [CH3:1][O:2][C:3]([C:5]1[CH:6]=[C:7]([C:16]2[CH:21]=[CH:20][CH:19]=[C:18]([C:22]([F:23])([F:25])[F:24])[CH:17]=2)[C:8]([CH2:11][CH2:12][C:13]([OH:15])=[O:14])=[CH:9][CH:10]=1)=[O:4], predict the reactants needed to synthesize it. (9) Given the product [ClH:10].[NH2:1][C:2]1[NH:7][CH:6]([CH3:8])[CH2:5][CH:4]([CH3:9])[N:3]=1, predict the reactants needed to synthesize it. The reactants are: [NH2:1][C:2]1[N:7]=[C:6]([CH3:8])[CH:5]=[C:4]([CH3:9])[N:3]=1.[ClH:10].